This data is from Peptide-MHC class I binding affinity with 185,985 pairs from IEDB/IMGT. The task is: Regression. Given a peptide amino acid sequence and an MHC pseudo amino acid sequence, predict their binding affinity value. This is MHC class I binding data. The peptide sequence is FQEALKKSL. The MHC is HLA-B58:01 with pseudo-sequence HLA-B58:01. The binding affinity (normalized) is 0.0847.